From a dataset of Forward reaction prediction with 1.9M reactions from USPTO patents (1976-2016). Predict the product of the given reaction. Given the reactants C(=O)([O-])[O-].[K+].[K+].Br[CH2:8][CH2:9]Br.[C:11]([C:14]1[CH:15]=[C:16]([C:25]([CH3:28])([CH3:27])[CH3:26])[C:17]([OH:24])=[C:18]([NH:20][C:21](=[O:23])[CH3:22])[CH:19]=1)(=[O:13])[CH3:12], predict the reaction product. The product is: [C:21]([N:20]1[C:18]2[CH:19]=[C:14]([C:11](=[O:13])[CH3:12])[CH:15]=[C:16]([C:25]([CH3:28])([CH3:27])[CH3:26])[C:17]=2[O:24][CH2:9][CH2:8]1)(=[O:23])[CH3:22].